This data is from Reaction yield outcomes from USPTO patents with 853,638 reactions. The task is: Predict the reaction yield, written as a fraction of the theoretical maximum amount of product (1.0 means a 100% yield; for example, 0.34 means a 34% yield). (1) The reactants are [CH3:1][O:2][C:3]1[C:12]([CH3:13])=[C:11]2[C:6]([C:7]([OH:23])=[CH:8][C:9]([C:14]3[S:15][CH:16]=[C:17]([C:19]([F:22])([F:21])[F:20])[N:18]=3)=[N:10]2)=[CH:5][CH:4]=1.O[C@@H:25]1[CH2:30][CH2:29][N:28]([C:31]([O:33][CH2:34][C:35]2[CH:40]=[CH:39][CH:38]=[CH:37][CH:36]=2)=[O:32])[C@H:27]([C:41]([O:43][CH3:44])=[O:42])[CH2:26]1.C1(P(C2C=CC=CC=2)C2C=CC=CC=2)C=CC=CC=1.CC(OC(/N=N/C(OC(C)C)=O)=O)C. The catalyst is C1COCC1. The product is [CH3:44][O:43][C:41]([CH:27]1[CH2:26][CH:25]([O:23][C:7]2[C:6]3[C:11](=[C:12]([CH3:13])[C:3]([O:2][CH3:1])=[CH:4][CH:5]=3)[N:10]=[C:9]([C:14]3[S:15][CH:16]=[C:17]([C:19]([F:22])([F:21])[F:20])[N:18]=3)[CH:8]=2)[CH2:30][CH2:29][N:28]1[C:31]([O:33][CH2:34][C:35]1[CH:36]=[CH:37][CH:38]=[CH:39][CH:40]=1)=[O:32])=[O:42]. The yield is 0.520. (2) The reactants are [NH2:1][CH2:2][C@@H:3]1[CH2:8][CH2:7][CH2:6][N:5]([C:9]([O:11][C:12]([CH3:15])([CH3:14])[CH3:13])=[O:10])[CH2:4]1.C(N(CC)CC)C.Cl[C:24]([O:26][CH2:27][C:28]1[CH:33]=[CH:32][CH:31]=[CH:30][CH:29]=1)=[O:25]. The catalyst is C(Cl)Cl. The product is [CH2:27]([O:26][C:24](=[O:25])[NH:1][CH2:2][C@@H:3]1[CH2:8][CH2:7][CH2:6][N:5]([C:9]([O:11][C:12]([CH3:15])([CH3:14])[CH3:13])=[O:10])[CH2:4]1)[C:28]1[CH:33]=[CH:32][CH:31]=[CH:30][CH:29]=1. The yield is 0.550. (3) The reactants are [C:1]([O:5][C:6]([NH:8][C@@H:9]([CH2:37][C:38]1[CH:43]=[CH:42][CH:41]=[CH:40][CH:39]=1)[C@@H:10]([O:29][Si](C(C)(C)C)(C)C)[CH2:11][CH:12]([CH2:16][C:17]1[CH:22]=[CH:21][C:20]([C:23]2[CH:28]=[CH:27][CH:26]=[CH:25][N:24]=2)=[CH:19][CH:18]=1)C(O)=O)=[O:7])([CH3:4])([CH3:3])[CH3:2].C1C=CC(P(N=[N+]=[N-])(C2C=CC=CC=2)=[O:51])=CC=1.C([N:63]([CH2:66]C)CC)C.[CH2:68]([OH:75])[C:69]1[CH:74]=[CH:73][CH:72]=[CH:71][CH:70]=1. The catalyst is C1(C)C=CC=CC=1. The product is [C:1]([O:5][C:6]([NH:8][C@@H:9]([CH2:37][C:38]1[CH:43]=[CH:42][CH:41]=[CH:40][CH:39]=1)[C@@H:10]([OH:29])[CH2:11][C@@H:12]([NH:63][C:66](=[O:51])[O:75][CH2:68][C:69]1[CH:74]=[CH:73][CH:72]=[CH:71][CH:70]=1)[CH2:16][C:17]1[CH:22]=[CH:21][C:20]([C:23]2[CH:28]=[CH:27][CH:26]=[CH:25][N:24]=2)=[CH:19][CH:18]=1)=[O:7])([CH3:3])([CH3:2])[CH3:4]. The yield is 0.380. (4) The reactants are Cl.Cl.[NH2:3][CH:4]([C:16]1[CH:21]=[CH:20][CH:19]=[CH:18][CH:17]=1)[C:5]([O:7][C@@H:8]1[CH:13]2[CH2:14][CH2:15][N:10]([CH2:11][CH2:12]2)[CH2:9]1)=[O:6].C(N(CC)CC)C.C1CCC(N=C=NC2CCCCC2)CC1.C1C=CC2N(O)N=NC=2C=1.[C:54]([O:58][C:59]([NH:61][CH:62]([C:66]1[CH:71]=[CH:70][CH:69]=[CH:68][CH:67]=1)[C:63](O)=[O:64])=[O:60])([CH3:57])([CH3:56])[CH3:55]. The catalyst is C1COCC1.C(Cl)Cl. The yield is 0.340. The product is [C:54]([O:58][C:59]([NH:61][CH:62]([C:66]1[CH:67]=[CH:68][CH:69]=[CH:70][CH:71]=1)[C:63]([NH:3][CH:4]([C:16]1[CH:21]=[CH:20][CH:19]=[CH:18][CH:17]=1)[C:5]([O:7][C@@H:8]1[CH:13]2[CH2:12][CH2:11][N:10]([CH2:15][CH2:14]2)[CH2:9]1)=[O:6])=[O:64])=[O:60])([CH3:57])([CH3:55])[CH3:56]. (5) The reactants are Cl[CH2:2][C:3]1[C:4]([S:9][CH2:10][CH2:11][CH3:12])=[N:5][CH:6]=[CH:7][CH:8]=1.[CH2:13]([O:15][C:16](=[O:28])[CH2:17][CH2:18][C:19]1[CH:24]=[C:23]([F:25])[C:22]([OH:26])=[C:21]([F:27])[CH:20]=1)[CH3:14]. No catalyst specified. The product is [CH2:13]([O:15][C:16](=[O:28])[CH2:17][CH2:18][C:19]1[CH:24]=[C:23]([F:25])[C:22]([O:26][CH2:2][C:3]2[C:4]([S:9][CH2:10][CH2:11][CH3:12])=[N:5][CH:6]=[CH:7][CH:8]=2)=[C:21]([F:27])[CH:20]=1)[CH3:14]. The yield is 0.790. (6) The reactants are Cl[C:2]1[N:7]=[C:6]([C:8]2[CH:13]=[CH:12][C:11]([N+:14]([O-:16])=[O:15])=[CH:10][CH:9]=2)[N:5]=[C:4]([N:17]2[CH:22]3[CH2:23][CH2:24][CH:18]2[CH2:19][O:20][CH2:21]3)[N:3]=1.C([Sn](CCCC)(CCCC)[C:30]1[CH2:31][CH2:32][O:33][CH2:34][CH:35]=1)CCC. The catalyst is C1C=CC([P]([Pd]([P](C2C=CC=CC=2)(C2C=CC=CC=2)C2C=CC=CC=2)([P](C2C=CC=CC=2)(C2C=CC=CC=2)C2C=CC=CC=2)[P](C2C=CC=CC=2)(C2C=CC=CC=2)C2C=CC=CC=2)(C2C=CC=CC=2)C2C=CC=CC=2)=CC=1.C1(C)C=CC=CC=1. The product is [O:33]1[CH2:32][CH:31]=[C:30]([C:2]2[N:7]=[C:6]([C:8]3[CH:13]=[CH:12][C:11]([N+:14]([O-:16])=[O:15])=[CH:10][CH:9]=3)[N:5]=[C:4]([N:17]3[CH:22]4[CH2:23][CH2:24][CH:18]3[CH2:19][O:20][CH2:21]4)[N:3]=2)[CH2:35][CH2:34]1. The yield is 0.860. (7) The reactants are [NH2:1][C:2]1[CH:7]=[CH:6][CH:5]=[CH:4][C:3]=1[C:8]1[CH:13]=[CH:12][CH:11]=[CH:10][CH:9]=1.C(N(CC)CC)C.Cl[C:22](=[O:28])[C:23]([O:25][CH2:26][CH3:27])=[O:24]. The catalyst is C(OCC)(=O)C. The product is [C:3]1([C:8]2[CH:9]=[CH:10][CH:11]=[CH:12][CH:13]=2)[CH:4]=[CH:5][CH:6]=[CH:7][C:2]=1[NH:1][C:22](=[O:28])[C:23]([O:25][CH2:26][CH3:27])=[O:24]. The yield is 0.850. (8) The reactants are Cl[C:2]1[N:7]=[C:6]([C:8]2[C:9]([C:13]3[CH:18]=[CH:17][C:16]([F:19])=[CH:15][CH:14]=3)=[N:10][NH:11][CH:12]=2)[CH:5]=[CH:4][N:3]=1.[F:20][C:21]1[CH:27]=[CH:26][CH:25]=[CH:24][C:22]=1[NH2:23]. The catalyst is CO. The product is [F:20][C:21]1[CH:27]=[CH:26][CH:25]=[CH:24][C:22]=1[NH:23][C:2]1[N:7]=[C:6]([C:8]2[C:9]([C:13]3[CH:18]=[CH:17][C:16]([F:19])=[CH:15][CH:14]=3)=[N:10][NH:11][CH:12]=2)[CH:5]=[CH:4][N:3]=1. The yield is 0.770. (9) The reactants are [Cl:1][C:2]1[C:10]2[N:9]=[C:8]([NH:11][C:12]3[C:13]([CH3:21])=[N:14][C:15]([O:19][CH3:20])=[N:16][C:17]=3[CH3:18])[N:7]([CH2:22][CH2:23][CH2:24]Cl)[C:6]=2[C:5]([C:26]([O:28][CH3:29])=[O:27])=[CH:4][CH:3]=1.C(=O)([O-])[O-].[K+].[K+]. The catalyst is CN(C)C=O.C(OCC)(=O)C. The product is [Cl:1][C:2]1[CH:3]=[CH:4][C:5]([C:26]([O:28][CH3:29])=[O:27])=[C:6]2[C:10]=1[N:9]=[C:8]1[N:11]([C:12]3[C:17]([CH3:18])=[N:16][C:15]([O:19][CH3:20])=[N:14][C:13]=3[CH3:21])[CH2:24][CH2:23][CH2:22][N:7]21. The yield is 0.980.